From a dataset of Forward reaction prediction with 1.9M reactions from USPTO patents (1976-2016). Predict the product of the given reaction. (1) Given the reactants [CH3:1][O:2][C:3]1[CH:4]=[CH:5][C:6]2[CH:12]=[C:11]([C:13]([OH:15])=O)[CH2:10][CH2:9][O:8][C:7]=2[CH:16]=1.C(Cl)(=O)C(Cl)=O.N[C:24]1[CH:25]=[N:26][CH:27]=[CH:28][CH:29]=1.[N:30]1C=CC=CC=1, predict the reaction product. The product is: [N:26]1[CH:25]=[CH:24][C:29]([NH:30][C:13]([C:11]2[CH2:10][CH2:9][O:8][C:7]3[CH:16]=[C:3]([O:2][CH3:1])[CH:4]=[CH:5][C:6]=3[CH:12]=2)=[O:15])=[CH:28][CH:27]=1. (2) Given the reactants [NH2:1][C:2]1[CH:11]=[CH:10][C:5]([C:6]([O:8][CH3:9])=[O:7])=[C:4]([OH:12])[CH:3]=1.N1C=CC=CC=1.Cl[C:20]([O:22][CH3:23])=[O:21], predict the reaction product. The product is: [OH:12][C:4]1[CH:3]=[C:2]([NH:1][C:20]([O:22][CH3:23])=[O:21])[CH:11]=[CH:10][C:5]=1[C:6]([O:8][CH3:9])=[O:7]. (3) Given the reactants [CH2:1]([N:8]([CH2:23][CH:24]1[CH2:29][CH2:28][CH:27]([CH2:30][O:31][Si](C(C)(C)C)(C)C)[CH2:26][CH2:25]1)[S:9]([NH:12][C:13](=[O:22])[C:14]1[CH:19]=[C:18]([CH3:20])[CH:17]=[C:16]([CH3:21])[CH:15]=1)(=[O:11])=[O:10])[C:2]1[CH:7]=[CH:6][CH:5]=[CH:4][CH:3]=1.C(N(CC1CCC(CO[Si](C(C)(C)C)(C)C)CC1)S(NC(=O)C1C=C(C(F)(F)F)C=C(C(F)(F)F)C=1)(=O)=O)C1C=CC=CC=1.C(N(CC1CCC(CO)CC1)S(NC(=O)C1C=C(C(F)(F)F)C=C(C(F)(F)F)C=1)(=O)=O)C1C=CC=CC=1, predict the reaction product. The product is: [CH2:1]([N:8]([CH2:23][CH:24]1[CH2:25][CH2:26][CH:27]([CH2:30][OH:31])[CH2:28][CH2:29]1)[S:9]([NH:12][C:13](=[O:22])[C:14]1[CH:19]=[C:18]([CH3:20])[CH:17]=[C:16]([CH3:21])[CH:15]=1)(=[O:11])=[O:10])[C:2]1[CH:3]=[CH:4][CH:5]=[CH:6][CH:7]=1. (4) Given the reactants [CH:1]1([C:4]2[CH:9]=[CH:8][C:7]([CH2:10][C:11]([OH:13])=O)=[CH:6][CH:5]=2)[CH2:3][CH2:2]1.[CH2:14]([C@@H:21]1[CH2:25][O:24][C:23](=[O:26])[NH:22]1)[C:15]1[CH:20]=[CH:19][CH:18]=[CH:17][CH:16]=1.C(N(CC)CC)C.C(Cl)(=O)C(C)(C)C, predict the reaction product. The product is: [CH2:14]([C@@H:21]1[CH2:25][O:24][C:23](=[O:26])[N:22]1[C:11](=[O:13])[CH2:10][C:7]1[CH:6]=[CH:5][C:4]([CH:1]2[CH2:2][CH2:3]2)=[CH:9][CH:8]=1)[C:15]1[CH:16]=[CH:17][CH:18]=[CH:19][CH:20]=1. (5) Given the reactants [Br:1][CH2:2][CH2:3][O:4][C:5]1[CH:10]=[CH:9][C:8]([C:11]([C:13]2[CH:18]=[CH:17][C:16]([OH:19])=[CH:15][CH:14]=2)=O)=[CH:7][C:6]=1[F:20].ClC1N=C[C:25]([C:28]([C:30]2[CH:35]=[CH:34][C:33](OC3CCCCO3)=[CH:32][CH:31]=2)=O)=[CH:24]C=1, predict the reaction product. The product is: [Br:1][CH2:2][CH2:3][O:4][C:5]1[CH:10]=[CH:9][C:8]([C:11]([C:13]2[CH:18]=[CH:17][C:16]([OH:19])=[CH:15][CH:14]=2)=[C:28]([C:30]2[CH:35]=[CH:34][CH:33]=[CH:32][CH:31]=2)[CH2:25][CH3:24])=[CH:7][C:6]=1[F:20]. (6) Given the reactants C([Li])CCC.[Cl-].C1([P+](C2C=CC=CC=2)(C2C=CC=CC=2)[CH2:14][C:15]2[CH:20]=[CH:19][C:18]([C:21]([F:24])([F:23])[F:22])=[CH:17][CH:16]=2)C=CC=CC=1.[CH2:37]([N:39]1[C:43]([CH:44]=O)=[C:42]([C:46]([O:48][CH2:49][CH3:50])=[O:47])[CH:41]=[N:40]1)[CH3:38].Cl, predict the reaction product. The product is: [CH2:37]([N:39]1[C:43]([CH:44]=[CH:14][C:15]2[CH:16]=[CH:17][C:18]([C:21]([F:22])([F:23])[F:24])=[CH:19][CH:20]=2)=[C:42]([C:46]([O:48][CH2:49][CH3:50])=[O:47])[CH:41]=[N:40]1)[CH3:38]. (7) Given the reactants [Cl:1][C:2]1[C:7]([N+:8]([O-:10])=[O:9])=[C:6](Cl)[N:5]=[C:4]([CH3:12])[N:3]=1.[CH3:13][O-:14].[Na+].O, predict the reaction product. The product is: [Cl:1][C:2]1[C:7]([N+:8]([O-:10])=[O:9])=[C:6]([O:14][CH3:13])[N:5]=[C:4]([CH3:12])[N:3]=1.